From a dataset of Forward reaction prediction with 1.9M reactions from USPTO patents (1976-2016). Predict the product of the given reaction. (1) The product is: [CH2:47]([O:54][C:55]([N:17]([CH2:16][CH:15]([OH:36])[CH3:14])[C@@H:18]([CH2:21][C:22]1[CH:23]=[CH:24][C:25]([O:28][C:29]2[C:34]([CH3:35])=[CH:33][CH:32]=[CH:31][N:30]=2)=[CH:26][CH:27]=1)[CH2:19][OH:20])=[O:56])[C:48]1[CH:53]=[CH:52][CH:51]=[CH:50][CH:49]=1. Given the reactants C(OC1C=CC(O[CH2:14][C@@H:15]([OH:36])[CH2:16][NH:17][C@@H:18]([CH2:21][C:22]2[CH:27]=[CH:26][C:25]([O:28][C:29]3[C:34]([CH3:35])=[CH:33][CH:32]=[CH:31][N:30]=3)=[CH:24][CH:23]=2)[CH2:19][OH:20])=CC=1[N+]([O-])=O)C1C=CC=CC=1.C(=O)(O)[O-].[Na+].[CH2:47]([O:54][C:55](Cl)=[O:56])[C:48]1[CH:53]=[CH:52][CH:51]=[CH:50][CH:49]=1, predict the reaction product. (2) Given the reactants CO[C:3]1[CH:31]=[CH:30][C:6]([C:7]([NH:9][C:10]2[CH:26]=[C:25]([N+:27]([O-:29])=[O:28])[CH:24]=[CH:23][C:11]=2[C:12]([NH:14][C:15]2[CH:20]=[CH:19][C:18]([O:21][CH3:22])=[CH:17][CH:16]=2)=[O:13])=[O:8])=[C:5]([O:32][CH:33]2[CH2:38][CH2:37][N:36]([CH2:39][C:40]3[CH:45]=[CH:44][CH:43]=[CH:42][C:41]=3[O:46][CH3:47])[CH2:35][CH2:34]2)[CH:4]=1.[CH3:48][O:49]C1C=CC(C(NC2C=C([N+]([O-])=O)C=CC=2C(NC2C=CC(OC)=CC=2)=O)=O)=C(OC2CCNCC2)C=1.COC1C=CC=CC=1C=O, predict the reaction product. The product is: [CH3:48][O:49][C:33]1([O:32][C:5]2[CH:4]=[CH:3][CH:31]=[CH:30][C:6]=2[C:7]([NH:9][C:10]2[CH:26]=[C:25]([N+:27]([O-:29])=[O:28])[CH:24]=[CH:23][C:11]=2[C:12]([NH:14][C:15]2[CH:16]=[CH:17][C:18]([O:21][CH3:22])=[CH:19][CH:20]=2)=[O:13])=[O:8])[CH2:38][CH2:37][N:36]([CH2:39][C:40]2[CH:45]=[CH:44][CH:43]=[CH:42][C:41]=2[O:46][CH3:47])[CH2:35][CH2:34]1. (3) Given the reactants [C:1]([O:5][C:6]([N:8]1[CH2:13][CH2:12][CH:11]([CH:14]=O)[CH2:10][CH2:9]1)=[O:7])([CH3:4])([CH3:3])[CH3:2].[CH2:16]([NH:20][C:21]1[CH:27]=[C:26]([O:28][CH2:29][CH2:30][CH2:31][N:32]([CH2:35][CH3:36])[CH2:33][CH3:34])[CH:25]=[C:24]([O:37][CH2:38][CH2:39][CH2:40][N:41]([CH2:44][CH3:45])[CH2:42][CH3:43])[C:22]=1[NH2:23])[CH2:17][CH2:18][CH3:19], predict the reaction product. The product is: [CH2:16]([N:20]1[C:21]2[CH:27]=[C:26]([O:28][CH2:29][CH2:30][CH2:31][N:32]([CH2:33][CH3:34])[CH2:35][CH3:36])[CH:25]=[C:24]([O:37][CH2:38][CH2:39][CH2:40][N:41]([CH2:44][CH3:45])[CH2:42][CH3:43])[C:22]=2[N:23]=[C:14]1[CH:11]1[CH2:10][CH2:9][N:8]([C:6]([O:5][C:1]([CH3:2])([CH3:3])[CH3:4])=[O:7])[CH2:13][CH2:12]1)[CH2:17][CH2:18][CH3:19]. (4) Given the reactants [NH:1]([CH2:8][C:9]1[CH:10]=[C:11]([CH:24]=[CH:25][CH:26]=1)[O:12][CH2:13][C:14]1[CH:23]=[CH:22][C:17]([C:18]([O:20][CH3:21])=[O:19])=[CH:16][CH:15]=1)[C:2]1[CH:7]=[CH:6][CH:5]=[CH:4][CH:3]=1.Cl.[C:28](Cl)(=[O:38])[O:29][C@@H:30]1[CH:35]2[CH2:36][CH2:37][N:32]([CH2:33][CH2:34]2)[CH2:31]1, predict the reaction product. The product is: [N:32]12[CH2:37][CH2:36][CH:35]([CH2:34][CH2:33]1)[C@@H:30]([O:29][C:28]([N:1]([CH2:8][C:9]1[CH:10]=[C:11]([CH:24]=[CH:25][CH:26]=1)[O:12][CH2:13][C:14]1[CH:15]=[CH:16][C:17]([C:18]([O:20][CH3:21])=[O:19])=[CH:22][CH:23]=1)[C:2]1[CH:3]=[CH:4][CH:5]=[CH:6][CH:7]=1)=[O:38])[CH2:31]2. (5) Given the reactants [N+:1]([O-:4])(O)=[O:2].[F:5][C:6]([F:24])([F:23])[C:7]([N:9]1[CH2:19][CH:18]2[C:20]([CH3:22])([CH3:21])[CH:11]([C:12]3[C:17]2=[CH:16][CH:15]=[CH:14][CH:13]=3)[CH2:10]1)=[O:8].C(Cl)(Cl)Cl.C([O-])(O)=O.[Na+], predict the reaction product. The product is: [F:24][C:6]([F:5])([F:23])[C:7]([N:9]1[CH2:10][CH:11]2[C:20]([CH3:21])([CH3:22])[CH:18]([C:17]3[C:12]2=[CH:13][C:14]([N+:1]([O-:4])=[O:2])=[CH:15][CH:16]=3)[CH2:19]1)=[O:8].